This data is from Catalyst prediction with 721,799 reactions and 888 catalyst types from USPTO. The task is: Predict which catalyst facilitates the given reaction. (1) Reactant: [ClH:1].CCOCC.[O:7]=[C:8]1[CH:13]([N:14]2[C:22](=[O:23])[C:21]3[C:16](=[CH:17][CH:18]=[CH:19][C:20]=3[CH2:24][NH:25][C:26]([NH:28][C:29]3[CH:30]=[N:31][CH:32]=[CH:33][CH:34]=3)=[O:27])[C:15]2=[O:35])[CH2:12][CH2:11][C:10](=[O:36])[NH:9]1. Product: [ClH:1].[O:7]=[C:8]1[CH:13]([N:14]2[C:22](=[O:23])[C:21]3[C:16](=[CH:17][CH:18]=[CH:19][C:20]=3[CH2:24][NH:25][C:26]([NH:28][C:29]3[CH:30]=[N:31][CH:32]=[CH:33][CH:34]=3)=[O:27])[C:15]2=[O:35])[CH2:12][CH2:11][C:10](=[O:36])[NH:9]1. The catalyst class is: 125. (2) The catalyst class is: 5. Reactant: [CH3:1][CH:2]([C:4]1[O:8][CH:7]=[N:6][C:5]=1[C:9]([O:11]C)=[O:10])[CH3:3].[OH-].[Na+]. Product: [CH3:3][CH:2]([C:4]1[O:8][CH:7]=[N:6][C:5]=1[C:9]([OH:11])=[O:10])[CH3:1].